From a dataset of Catalyst prediction with 721,799 reactions and 888 catalyst types from USPTO. Predict which catalyst facilitates the given reaction. (1) Reactant: [Br:1][C:2]1[N:3]=[CH:4][NH:5][CH:6]=1.[H-].[Na+].[C:9]([O:13][C:14]([N:16]1C(C2C=CC(C#N)=CC=2)O1)=[O:15])([CH3:12])([CH3:11])[CH3:10]. Product: [Br:1][C:2]1[N:3]=[CH:4][N:5]([NH:16][C:14](=[O:15])[O:13][C:9]([CH3:12])([CH3:11])[CH3:10])[CH:6]=1. The catalyst class is: 9. (2) Product: [CH2:1]([N:8]1[C:9]2[C:15](=[O:16])[N:17]([CH3:18])[CH:19]([C:20]([O:22][CH3:23])=[O:21])[C:13](=[NH:14])[C:10]=2[CH:11]=[CH:12]1)[C:2]1[CH:3]=[CH:4][CH:5]=[CH:6][CH:7]=1. Reactant: [CH2:1]([N:8]1[CH:12]=[CH:11][C:10]([C:13]#[N:14])=[C:9]1[C:15]([N:17]([CH2:19][C:20]([O:22][CH3:23])=[O:21])[CH3:18])=[O:16])[C:2]1[CH:7]=[CH:6][CH:5]=[CH:4][CH:3]=1.[H-].[Na+]. The catalyst class is: 7. (3) Reactant: [F:1][C:2]1[CH:19]=[CH:18][C:5]([O:6][C:7]2[CH:12]=[C:11]([CH3:13])[C:10]([C:14](=[O:16])[CH3:15])=[C:9]([CH3:17])[CH:8]=2)=[CH:4][CH:3]=1.[Br-:20].[Br-].[Br-].C([N+](CCCC)(CCCC)CCCC)CCC.C([N+](CCCC)(CCCC)CCCC)CCC.C([N+](CCCC)(CCCC)CCCC)CCC. Product: [Br:20][CH2:15][C:14]([C:10]1[C:11]([CH3:13])=[CH:12][C:7]([O:6][C:5]2[CH:18]=[CH:19][C:2]([F:1])=[CH:3][CH:4]=2)=[CH:8][C:9]=1[CH3:17])=[O:16]. The catalyst class is: 10. (4) Reactant: [OH:1][CH2:2][CH2:3][O:4][C:5]1[C:10]([CH3:11])=[CH:9][C:8]([C:12]2[NH:21][C:20](=[O:22])[C:19]3[C:14](=[CH:15][C:16]([O:32][CH3:33])=[C:17]([CH2:25][N:26]4[CH2:31][CH2:30][O:29][CH2:28][CH2:27]4)[C:18]=3[O:23][CH3:24])[N:13]=2)=[CH:7][C:6]=1[CH3:34].[ClH:35].C(OCC)C. Product: [ClH:35].[OH:1][CH2:2][CH2:3][O:4][C:5]1[C:6]([CH3:34])=[CH:7][C:8]([C:12]2[NH:21][C:20](=[O:22])[C:19]3[C:14](=[CH:15][C:16]([O:32][CH3:33])=[C:17]([CH2:25][N:26]4[CH2:31][CH2:30][O:29][CH2:28][CH2:27]4)[C:18]=3[O:23][CH3:24])[N:13]=2)=[CH:9][C:10]=1[CH3:11]. The catalyst class is: 2. (5) Reactant: [CH:1]1[CH:6]=[CH:5][C:4]([CH2:7][O:8][C:9](Cl)=[O:10])=[CH:3][CH:2]=1.[NH:12]1[C:20]2[C:15](=[CH:16][CH:17]=[CH:18][CH:19]=2)[CH2:14][C@H:13]1[C:21]([OH:23])=[O:22].CCN(C(C)C)C(C)C. Product: [CH2:7]([O:8][C:9]([N:12]1[C:20]2[C:15](=[CH:16][CH:17]=[CH:18][CH:19]=2)[CH2:14][C@H:13]1[C:21]([OH:23])=[O:22])=[O:10])[C:4]1[CH:5]=[CH:6][CH:1]=[CH:2][CH:3]=1. The catalyst class is: 23. (6) Reactant: [Cl:1][C:2]1[CH:7]=[CH:6][C:5]([C:8]2[O:9][C:10]3[C:11](=[C:13]([C:17]([OH:19])=O)[CH:14]=[CH:15][CH:16]=3)[N:12]=2)=[CH:4][CH:3]=1.C1C=CC2N(O)N=[N:26]C=2C=1.CCN=C=NCCCN(C)C.CCN(C(C)C)C(C)C.[Cl-].[NH4+].Cl. Product: [Cl:1][C:2]1[CH:7]=[CH:6][C:5]([C:8]2[O:9][C:10]3[C:11](=[C:13]([C:17]([NH2:26])=[O:19])[CH:14]=[CH:15][CH:16]=3)[N:12]=2)=[CH:4][CH:3]=1. The catalyst class is: 35. (7) Reactant: [CH3:1][C:2]1[N:3]([C:7]2[CH:12]=[CH:11][C:10]([NH:13][C:14]3[N:15]=[C:16]([NH:24][CH2:25][C@@H:26]4[CH2:30][CH2:29][CH2:28][O:27]4)[C:17]4[CH2:23][NH:22][CH2:21][CH2:20][C:18]=4[N:19]=3)=[CH:9][CH:8]=2)[CH:4]=[CH:5][N:6]=1.[C:31](O)(=O)C.C=O.C([BH3-])#N.[Na+]. Product: [CH3:31][N:22]1[CH2:21][CH2:20][C:18]2[N:19]=[C:14]([NH:13][C:10]3[CH:9]=[CH:8][C:7]([N:3]4[CH:4]=[CH:5][N:6]=[C:2]4[CH3:1])=[CH:12][CH:11]=3)[N:15]=[C:16]([NH:24][CH2:25][C@@H:26]3[CH2:30][CH2:29][CH2:28][O:27]3)[C:17]=2[CH2:23]1. The catalyst class is: 5. (8) Reactant: [CH2:1]([NH:8][C:9]([C:11]1[N:15]=[C:14]([C@H:16]([CH2:25][CH2:26][CH2:27][CH:28]2[CH2:33][CH2:32][CH2:31][CH2:30][CH2:29]2)[CH2:17][C:18]([O:20]C(C)(C)C)=[O:19])[O:13][N:12]=1)=[O:10])[C:2]1[CH:7]=[CH:6][CH:5]=[CH:4][CH:3]=1.FC(F)(F)C(O)=O. The catalyst class is: 4. Product: [CH2:1]([NH:8][C:9]([C:11]1[N:15]=[C:14]([C@H:16]([CH2:25][CH2:26][CH2:27][CH:28]2[CH2:29][CH2:30][CH2:31][CH2:32][CH2:33]2)[CH2:17][C:18]([OH:20])=[O:19])[O:13][N:12]=1)=[O:10])[C:2]1[CH:3]=[CH:4][CH:5]=[CH:6][CH:7]=1. (9) Reactant: C([O-])=O.[NH4+].[C:5]1([CH2:11][CH2:12][CH:13]=[CH:14][C:15]2[O:19][C:18]([C:20]([OH:22])=[O:21])=[CH:17][CH:16]=2)[CH:10]=[CH:9][CH:8]=[CH:7][CH:6]=1. Product: [C:5]1([CH2:11][CH2:12][CH2:13][CH2:14][C:15]2[O:19][C:18]([C:20]([OH:22])=[O:21])=[CH:17][CH:16]=2)[CH:6]=[CH:7][CH:8]=[CH:9][CH:10]=1. The catalyst class is: 19. (10) Reactant: [F:1][C:2]1[CH:7]=[CH:6][C:5]([NH2:8])=[CH:4][C:3]=1[N+:9]([O-:11])=[O:10].Br[CH2:13][CH2:14][O:15][CH2:16][CH2:17]Br.C(=O)([O-])[O-].[K+].[K+].[I-].[K+]. Product: [F:1][C:2]1[CH:7]=[CH:6][C:5]([N:8]2[CH2:17][CH2:16][O:15][CH2:14][CH2:13]2)=[CH:4][C:3]=1[N+:9]([O-:11])=[O:10]. The catalyst class is: 290.